Dataset: NCI-60 drug combinations with 297,098 pairs across 59 cell lines. Task: Regression. Given two drug SMILES strings and cell line genomic features, predict the synergy score measuring deviation from expected non-interaction effect. (1) Drug 1: C1=CC(=CC=C1CCC2=CNC3=C2C(=O)NC(=N3)N)C(=O)NC(CCC(=O)O)C(=O)O. Drug 2: C1CN1P(=S)(N2CC2)N3CC3. Cell line: HOP-92. Synergy scores: CSS=21.3, Synergy_ZIP=-4.26, Synergy_Bliss=1.10, Synergy_Loewe=2.74, Synergy_HSA=4.34. (2) Drug 1: CNC(=O)C1=CC=CC=C1SC2=CC3=C(C=C2)C(=NN3)C=CC4=CC=CC=N4. Drug 2: CC1C(C(CC(O1)OC2CC(CC3=C2C(=C4C(=C3O)C(=O)C5=C(C4=O)C(=CC=C5)OC)O)(C(=O)CO)O)N)O.Cl. Cell line: MALME-3M. Synergy scores: CSS=44.4, Synergy_ZIP=-1.91, Synergy_Bliss=-0.586, Synergy_Loewe=-23.6, Synergy_HSA=-0.795.